This data is from Reaction yield outcomes from USPTO patents with 853,638 reactions. The task is: Predict the reaction yield, written as a fraction of the theoretical maximum amount of product (1.0 means a 100% yield; for example, 0.34 means a 34% yield). (1) The reactants are [CH3:1][O:2][C:3](=[O:19])[C:4]1[CH:9]=[C:8](I)[C:7]([C:11]([F:14])([F:13])[F:12])=[CH:6][C:5]=1[NH:15][C:16](=[O:18])[CH3:17].C([Sn](CCCC)(CCCC)[C:25]1[O:26][CH2:27][CH2:28][CH:29]=1)CCC.CCN(CC)CC. The catalyst is O1CCOCC1.C1C=CC([P]([Pd]([P](C2C=CC=CC=2)(C2C=CC=CC=2)C2C=CC=CC=2)([P](C2C=CC=CC=2)(C2C=CC=CC=2)C2C=CC=CC=2)[P](C2C=CC=CC=2)(C2C=CC=CC=2)C2C=CC=CC=2)(C2C=CC=CC=2)C2C=CC=CC=2)=CC=1. The product is [CH3:1][O:2][C:3](=[O:19])[C:4]1[CH:9]=[C:8]([C:25]2[O:26][CH2:27][CH2:28][CH:29]=2)[C:7]([C:11]([F:14])([F:13])[F:12])=[CH:6][C:5]=1[NH:15][C:16](=[O:18])[CH3:17]. The yield is 0.860. (2) The reactants are [Cl:1][C:2]1[CH:3]=[C:4]2[C:10]([CH:11]=[N:12]O)=[CH:9][NH:8][C:5]2=[N:6][CH:7]=1.[BH4-].[Na+]. The catalyst is CO.Cl[Ni]Cl. The product is [Cl:1][C:2]1[CH:3]=[C:4]2[C:10]([CH2:11][NH2:12])=[CH:9][NH:8][C:5]2=[N:6][CH:7]=1. The yield is 0.300. (3) The reactants are [I:1][C:2]1[N:3]=[C:4]([C@@H:8]2[CH2:12][CH2:11][C@H:10]([CH3:13])[N:9]2[C:14]([O:16][C:17]([CH3:20])([CH3:19])[CH3:18])=[O:15])[NH:5][C:6]=1I.S([O-])([O-])(=O)=S.[Na+].[Na+]. The catalyst is C(O)C.O. The product is [I:1][C:2]1[NH:3][C:4]([C@@H:8]2[CH2:12][CH2:11][C@H:10]([CH3:13])[N:9]2[C:14]([O:16][C:17]([CH3:18])([CH3:20])[CH3:19])=[O:15])=[N:5][CH:6]=1. The yield is 0.730. (4) The reactants are [CH3:1][C@:2]12[C:10]([C:11]3([CH2:14][C:15]#[C:16][C:17]([OH:26])([C:22]([F:25])([F:24])[F:23])[C:18]([F:21])([F:20])[F:19])[CH2:13][CH2:12]3)=[CH:9][CH2:8][C@H:7]1[C@@H:6]([OH:27])[CH2:5][CH2:4][CH2:3]2.C(OCC)(=O)C.CCCCCC. The catalyst is [Pd].CC([O-])=O.CC([O-])=O.[Pb+2].C(O)C. The product is [CH3:1][C@:2]12[C:10]([C:11]3([CH2:14]/[CH:15]=[CH:16]\[C:17]([OH:26])([C:22]([F:23])([F:24])[F:25])[C:18]([F:20])([F:21])[F:19])[CH2:13][CH2:12]3)=[CH:9][CH2:8][C@H:7]1[C@@H:6]([OH:27])[CH2:5][CH2:4][CH2:3]2. The yield is 0.870.